From a dataset of Reaction yield outcomes from USPTO patents with 853,638 reactions. Predict the reaction yield, written as a fraction of the theoretical maximum amount of product (1.0 means a 100% yield; for example, 0.34 means a 34% yield). (1) The product is [C:12]([NH:5][C:4]1[CH:6]=[CH:7][CH:8]=[CH:9][C:3]=1[C:2]([F:10])([F:11])[F:1])(=[O:14])[CH3:13]. The catalyst is O. The yield is 0.920. The reactants are [F:1][C:2]([F:11])([F:10])[C:3]1[CH:9]=[CH:8][CH:7]=[CH:6][C:4]=1[NH2:5].[C:12](OC(=O)C)(=[O:14])[CH3:13]. (2) The reactants are [OH:1][CH2:2][CH2:3][NH:4][C:5](=[O:13])[C:6]1[CH:11]=[CH:10][CH:9]=[CH:8][C:7]=1I.C(=O)([O-])O.[Na+].[CH:19]1([C:25]2[C:33]3[C:28](=[CH:29][C:30]([C:34]([O:36][CH3:37])=[O:35])=[CH:31][CH:32]=3)[NH:27][C:26]=2B2OC(C)(C)C(C)(C)O2)[CH2:24][CH2:23][CH2:22][CH2:21][CH2:20]1. The catalyst is COCCOC.O.C1C=CC([P]([Pd]([P](C2C=CC=CC=2)(C2C=CC=CC=2)C2C=CC=CC=2)([P](C2C=CC=CC=2)(C2C=CC=CC=2)C2C=CC=CC=2)[P](C2C=CC=CC=2)(C2C=CC=CC=2)C2C=CC=CC=2)(C2C=CC=CC=2)C2C=CC=CC=2)=CC=1. The product is [CH:19]1([C:25]2[C:33]3[C:28](=[CH:29][C:30]([C:34]([O:36][CH3:37])=[O:35])=[CH:31][CH:32]=3)[NH:27][C:26]=2[C:7]2[CH:8]=[CH:9][CH:10]=[CH:11][C:6]=2[C:5](=[O:13])[NH:4][CH2:3][CH2:2][OH:1])[CH2:20][CH2:21][CH2:22][CH2:23][CH2:24]1. The yield is 1.00. (3) The reactants are C([O:3][P:4]([CH2:9][CH2:10][NH:11][C:12](=[O:34])[C:13]1[CH:18]=[CH:17][C:16]([N:19]([CH2:21][C:22]2[N:23]=[C:24]3[C:29](=[N:30][CH:31]=2)[N:28]=[C:27]([NH2:32])[N:26]=[C:25]3[NH2:33])[CH3:20])=[CH:15][CH:14]=1)(=[O:8])[O:5]CC)C.C[Si](Br)(C)C. The catalyst is CN(C=O)C. The product is [NH2:32][C:27]1[N:26]=[C:25]([NH2:33])[C:24]2[C:29](=[N:30][CH:31]=[C:22]([CH2:21][N:19]([CH3:20])[C:16]3[CH:15]=[CH:14][C:13]([C:12]([NH:11][CH2:10][CH2:9][P:4](=[O:3])([OH:8])[OH:5])=[O:34])=[CH:18][CH:17]=3)[N:23]=2)[N:28]=1. The yield is 0.530. (4) The reactants are [Cl-].O[NH3+:3].[C:4](=[O:7])([O-])[OH:5].[Na+].CS(C)=O.[CH2:13]([C:17]1[N:18]=[C:19]([CH3:51])[N:20]([CH2:39][C:40]2[C:48]3[O:47][C:46]([CH3:50])([CH3:49])[CH2:45][C:44]=3[CH:43]=[CH:42][CH:41]=2)[C:21](=[O:38])[C:22]=1[CH2:23][C:24]1[CH:29]=[CH:28][C:27]([C:30]2[C:31]([C:36]#[N:37])=[CH:32][CH:33]=[CH:34][CH:35]=2)=[CH:26][CH:25]=1)[CH2:14][CH2:15][CH3:16]. The catalyst is C(OCC)(=O)C. The product is [CH2:13]([C:17]1[N:18]=[C:19]([CH3:51])[N:20]([CH2:39][C:40]2[C:48]3[O:47][C:46]([CH3:50])([CH3:49])[CH2:45][C:44]=3[CH:43]=[CH:42][CH:41]=2)[C:21](=[O:38])[C:22]=1[CH2:23][C:24]1[CH:25]=[CH:26][C:27]([C:30]2[CH:35]=[CH:34][CH:33]=[CH:32][C:31]=2[C:36]2[NH:3][C:4](=[O:7])[O:5][N:37]=2)=[CH:28][CH:29]=1)[CH2:14][CH2:15][CH3:16]. The yield is 0.210. (5) The reactants are Cl[C:2]1[CH:3]=[CH:4][N:5]2[C:10]([C:11]=1[CH3:12])=[C:9]([CH:13]1[CH2:15][CH2:14]1)[CH:8]=[C:7]([C:16]([O:18][CH3:19])=[O:17])[C:6]2=[O:20].[NH2:21][C:22]1[CH:23]=[C:24](B(O)O)[CH:25]=[C:26]([F:28])[CH:27]=1. No catalyst specified. The product is [NH2:21][C:22]1[CH:23]=[C:24]([C:2]2[CH:3]=[CH:4][N:5]3[C:10]([C:11]=2[CH3:12])=[C:9]([CH:13]2[CH2:15][CH2:14]2)[CH:8]=[C:7]([C:16]([O:18][CH3:19])=[O:17])[C:6]3=[O:20])[CH:25]=[C:26]([F:28])[CH:27]=1. The yield is 0.810. (6) The reactants are C([O:3][C:4]([C:6]1[CH:7]=[C:8]2[C:13](=[CH:14][CH:15]=1)[NH:12][CH:11]([C:16]1[CH:21]=[CH:20][CH:19]=[C:18]([NH:22][C:23]([N:25]3[CH2:30][CH2:29][O:28][CH2:27][CH2:26]3)=[O:24])[CH:17]=1)[C:10]([CH3:32])([CH3:31])[CH2:9]2)=[O:5])C.Cl. The catalyst is CO.O1CCCC1.[OH-].[Na+].O. The product is [CH3:31][C:10]1([CH3:32])[CH2:9][C:8]2[C:13](=[CH:14][CH:15]=[C:6]([C:4]([OH:5])=[O:3])[CH:7]=2)[NH:12][CH:11]1[C:16]1[CH:21]=[CH:20][CH:19]=[C:18]([NH:22][C:23]([N:25]2[CH2:26][CH2:27][O:28][CH2:29][CH2:30]2)=[O:24])[CH:17]=1. The yield is 0.220.